This data is from Forward reaction prediction with 1.9M reactions from USPTO patents (1976-2016). The task is: Predict the product of the given reaction. (1) Given the reactants [Br:1][C:2]1[C:14]2[C:5](=[CH:6][C:7]3[CH:8]=[N:9][C:10]([CH:15]4[CH2:19][CH2:18][NH:17][CH2:16]4)=[N:11][C:12]=3[CH:13]=2)[N:4]([C:20]([C:33]2[CH:38]=[CH:37][CH:36]=[CH:35][CH:34]=2)([C:27]2[CH:32]=[CH:31][CH:30]=[CH:29][CH:28]=2)[C:21]2[CH:26]=[CH:25][CH:24]=[CH:23][CH:22]=2)[N:3]=1.Cl[CH2:40][C:41]([N:43]1[CH2:48][CH2:47][N:46]([C:49]2[CH:54]=[CH:53][C:52]([C:55]3[N:60]=[CH:59][C:58]([F:61])=[CH:57][N:56]=3)=[CH:51][CH:50]=2)[CH2:45][CH2:44]1)=[O:42].C(N(CC)CC)C, predict the reaction product. The product is: [Br:1][C:2]1[C:14]2[C:5](=[CH:6][C:7]3[CH:8]=[N:9][C:10]([CH:15]4[CH2:19][CH2:18][N:17]([CH2:40][C:41]([N:43]5[CH2:48][CH2:47][N:46]([C:49]6[CH:54]=[CH:53][C:52]([C:55]7[N:56]=[CH:57][C:58]([F:61])=[CH:59][N:60]=7)=[CH:51][CH:50]=6)[CH2:45][CH2:44]5)=[O:42])[CH2:16]4)=[N:11][C:12]=3[CH:13]=2)[N:4]([C:20]([C:21]2[CH:26]=[CH:25][CH:24]=[CH:23][CH:22]=2)([C:27]2[CH:28]=[CH:29][CH:30]=[CH:31][CH:32]=2)[C:33]2[CH:38]=[CH:37][CH:36]=[CH:35][CH:34]=2)[N:3]=1. (2) Given the reactants [F:1][C:2]1[CH:7]=[C:6]([S:8]([CH3:11])(=[O:10])=[O:9])[C:5]([F:12])=[CH:4][C:3]=1[NH:13][C@H:14]1[CH2:18][CH2:17][N:16]([CH:19]2[CH2:24][CH2:23][NH:22][CH2:21][CH2:20]2)[C:15]1=[O:25].CCN(C(C)C)C(C)C.[Cl:35][C:36]1[CH:41]=[N:40][C:39](Cl)=[CH:38][N:37]=1.CCOCC, predict the reaction product. The product is: [Cl:35][C:36]1[N:37]=[CH:38][C:39]([N:22]2[CH2:23][CH2:24][CH:19]([N:16]3[CH2:17][CH2:18][C@H:14]([NH:13][C:3]4[CH:4]=[C:5]([F:12])[C:6]([S:8]([CH3:11])(=[O:10])=[O:9])=[CH:7][C:2]=4[F:1])[C:15]3=[O:25])[CH2:20][CH2:21]2)=[N:40][CH:41]=1.